From a dataset of Full USPTO retrosynthesis dataset with 1.9M reactions from patents (1976-2016). Predict the reactants needed to synthesize the given product. (1) Given the product [NH2:1][C:2]1[C:7]2[C:8]([C:11]3[CH:16]=[CH:15][C:14]([NH:17][C:18]([C:20]4[N:21]([CH3:29])[C:22]5[C:27]([CH:28]=4)=[CH:26][CH:25]=[CH:24][CH:23]=5)=[O:19])=[C:13]([O:30][CH3:31])[CH:12]=3)=[CH:9][S:10][C:6]=2[C:5](/[CH:32]=[CH:33]/[CH2:34][N:53]2[CH2:54][CH2:55][N:50]([CH2:56][CH2:57][OH:58])[CH2:51][CH2:52]2)=[CH:4][N:3]=1.[CH3:20][C:18]([CH2:47][C:46]([OH:45])=[O:48])=[O:19], predict the reactants needed to synthesize it. The reactants are: [NH2:1][C:2]1[C:7]2[C:8]([C:11]3[CH:16]=[CH:15][C:14]([NH:17][C:18]([C:20]4[N:21]([CH3:29])[C:22]5[C:27]([CH:28]=4)=[CH:26][CH:25]=[CH:24][CH:23]=5)=[O:19])=[C:13]([O:30][CH3:31])[CH:12]=3)=[CH:9][S:10][C:6]=2[C:5](/[CH:32]=[CH:33]/[CH:34]=O)=[CH:4][N:3]=1.[C:46]([O:45][BH-]([O:45][C:46](=[O:48])[CH3:47])[O:45][C:46](=[O:48])[CH3:47])(=[O:48])[CH3:47].[Na+].[N:50]1([CH2:56][CH2:57][OH:58])[CH2:55][CH2:54][NH:53][CH2:52][CH2:51]1. (2) The reactants are: [CH3:1][O:2][C:3]([C@@H:5]1[CH2:9][C@@H:8](O)[CH2:7][N:6]1[C:11]([O:13][C:14]([CH3:17])([CH3:16])[CH3:15])=[O:12])=[O:4].C1(P(C2C=CC=CC=2)C2C=CC=CC=2)C=CC=CC=1.C(Cl)(Cl)(Cl)[Cl:38].CCCCCCC. Given the product [CH3:1][O:2][C:3]([C@@H:5]1[CH2:9][C@H:8]([Cl:38])[CH2:7][N:6]1[C:11]([O:13][C:14]([CH3:17])([CH3:16])[CH3:15])=[O:12])=[O:4], predict the reactants needed to synthesize it. (3) The reactants are: [CH2:1]([O:8][C:9]1[CH:21]=[CH:20][C:12]([NH:13][C:14]2[CH:19]=[CH:18][CH:17]=[CH:16][CH:15]=2)=[CH:11][CH:10]=1)[C:2]1[CH:7]=[CH:6][CH:5]=[CH:4][CH:3]=1.C[Si]([N-][Si](C)(C)C)(C)C.[Li+].[CH3:32][Si:33]([CH3:52])([CH3:51])[CH2:34][CH2:35][O:36][CH2:37][N:38]1[C:46]2[C:41](=[CH:42][CH:43]=[CH:44][CH:45]=2)[C:40]([C:47](OC)=[O:48])=[CH:39]1.C(OCC)(=O)C. Given the product [CH2:1]([O:8][C:9]1[CH:10]=[CH:11][C:12]([N:13]([C:14]2[CH:15]=[CH:16][CH:17]=[CH:18][CH:19]=2)[C:47]([C:40]2[C:41]3[C:46](=[CH:45][CH:44]=[CH:43][CH:42]=3)[N:38]([CH2:37][O:36][CH2:35][CH2:34][Si:33]([CH3:52])([CH3:51])[CH3:32])[CH:39]=2)=[O:48])=[CH:20][CH:21]=1)[C:2]1[CH:3]=[CH:4][CH:5]=[CH:6][CH:7]=1, predict the reactants needed to synthesize it. (4) The reactants are: [OH:1][CH2:2][C@@H:3]1[C@@H:7]([O:8][Si](C(C)C)(C(C)C)C(C)C)[CH2:6][C@H:5]([NH:19][C:20]2[C:25]([C:26]([C:28]3[S:32][CH:31]=[C:30]([C:33](=[O:35])[CH3:34])[CH:29]=3)=[O:27])=[CH:24][N:23]=[CH:22][N:21]=2)[CH2:4]1.Cl[S:37]([NH2:40])(=[O:39])=[O:38].Cl. Given the product [S:37](=[O:39])(=[O:38])([O:1][CH2:2][C@H:3]1[CH2:4][C@@H:5]([NH:19][C:20]2[C:25]([C:26]([C:28]3[S:32][CH:31]=[C:30]([C:33](=[O:35])[CH3:34])[CH:29]=3)=[O:27])=[CH:24][N:23]=[CH:22][N:21]=2)[CH2:6][C@@H:7]1[OH:8])[NH2:40], predict the reactants needed to synthesize it. (5) Given the product [ClH:33].[CH2:1]([O:8][C:9]1[CH:14]=[CH:13][N:12]([C:15]2[CH:16]=[C:17]3[C:21](=[CH:22][CH:23]=2)[N:20]([CH2:24][CH2:25][N:26]2[CH2:30][CH2:29][C@H:28]([F:31])[CH2:27]2)[N:19]=[CH:18]3)[C:11](=[O:32])[CH:10]=1)[C:2]1[CH:7]=[CH:6][CH:5]=[CH:4][CH:3]=1, predict the reactants needed to synthesize it. The reactants are: [CH2:1]([O:8][C:9]1[CH:14]=[CH:13][N:12]([C:15]2[CH:16]=[C:17]3[C:21](=[CH:22][CH:23]=2)[N:20]([CH2:24][CH2:25][N:26]2[CH2:30][CH2:29][C@H:28]([F:31])[CH2:27]2)[N:19]=[CH:18]3)[C:11](=[O:32])[CH:10]=1)[C:2]1[CH:7]=[CH:6][CH:5]=[CH:4][CH:3]=1.[ClH:33].C(OCC)C. (6) Given the product [Br:8][C:9]1[CH:10]=[C:11]([S:15]([NH:1][C:2]([CH2:5][OH:6])([CH3:7])[CH2:3][OH:4])(=[O:17])=[O:16])[CH:12]=[CH:13][CH:14]=1, predict the reactants needed to synthesize it. The reactants are: [NH2:1][C:2]([CH3:7])([CH2:5][OH:6])[CH2:3][OH:4].[Br:8][C:9]1[CH:10]=[C:11]([S:15](Cl)(=[O:17])=[O:16])[CH:12]=[CH:13][CH:14]=1. (7) Given the product [CH3:1][O:2][C:3](=[O:26])[CH2:4][C:5]1[C:14]([CH3:15])=[C:13]([C:28]2[CH:33]=[CH:32][C:31]([S:34][C:35]3[CH:40]=[CH:39][CH:38]=[CH:37][C:36]=3[Cl:41])=[CH:30][CH:29]=2)[C:12]2[C:7](=[CH:8][CH:9]=[C:10]([Cl:25])[CH:11]=2)[CH:6]=1, predict the reactants needed to synthesize it. The reactants are: [CH3:1][O:2][C:3](=[O:26])[CH2:4][C:5]1[C:14]([CH3:15])=[C:13](B2OC(C)(C)C(C)(C)O2)[C:12]2[C:7](=[CH:8][CH:9]=[C:10]([Cl:25])[CH:11]=2)[CH:6]=1.Br[C:28]1[CH:33]=[CH:32][C:31]([S:34][C:35]2[CH:40]=[CH:39][CH:38]=[CH:37][C:36]=2[Cl:41])=[CH:30][CH:29]=1.C(=O)(O)[O-].[Na+].O.